This data is from Experimentally validated miRNA-target interactions with 360,000+ pairs, plus equal number of negative samples. The task is: Binary Classification. Given a miRNA mature sequence and a target amino acid sequence, predict their likelihood of interaction. (1) The miRNA is hsa-miR-5587-5p with sequence AUGGUCACCUCCGGGACU. The protein sequence of the target gene is MIFPVARYALRWLRRPEDRAFSRAAMEMALRGVRKVLCVAEKNDAAKGIADLLSNGRMRRREGLSKFNKIYEFDYHLYGQNVTMVMTSVSGHLLAHDFQMQFRKWQSCNPLVLFEAEIEKYCPENFVDIKKTLERETRQCQALVIWTDCDREGENIGFEIIHVCKAVKPNLQVLRARFSEITPHAVRTACENLTEPDQRVSDAVDVRQELDLRIGAAFTRFQTLRLQRIFPEVLAEQLISYGSCQFPTLGFVVERFKAIQAFVPEIFHRIKVTHDHKDGIVEFNWKRHRLFNHTACLVLY.... Result: 0 (no interaction). (2) The miRNA is hsa-miR-1266-5p with sequence CCUCAGGGCUGUAGAACAGGGCU. The protein sequence of the target gene is MAAGAGAGSAPRWLRALSEPLSAAQLRRLEEHRYSAAGVSLLEPPLQLYWTWLLQWIPLWMAPNSITLLGLAVNVVTTLVLISYCPTATEEAPYWTYLLCALGLFIYQSLDAIDGKQARRTNSCSPLGELFDHGCDSLSTVFMAVGASIAARLGTYPDWFFFCSFIGMFVFYCAHWQTYVSGMLRFGKVDVTEIQIALVIVFVLSAFGGATMWDYTIPILEIKLKILPVLGFLGGVIFSCSNYFHVILHGGVGKNGSTIAGTSVLSPGLHIGLIIILAIMIYKKSATDVFEKHPCLYILM.... Result: 0 (no interaction).